From a dataset of Forward reaction prediction with 1.9M reactions from USPTO patents (1976-2016). Predict the product of the given reaction. (1) Given the reactants C(O[C:5]1[C:10]([Cl:11])=[CH:9][C:8]([C:12]2[N:16]=[C:15]([C:17]3[N:18]=[C:19]4[C:24]([Cl:25])=[CH:23][C:22]([C:26]([F:29])([F:28])[F:27])=[CH:21][N:20]4[CH:30]=3)[O:14][N:13]=2)=[C:7]([Cl:31])[CH:6]=1)C=C.C[N+]1([O-])CC[O:36]CC1.[CH3:40][C:41]([CH3:43])=[O:42].[OH2:44], predict the reaction product. The product is: [Cl:11][C:10]1[CH:9]=[C:8]([C:12]2[N:16]=[C:15]([C:17]3[N:18]=[C:19]4[C:24]([Cl:25])=[CH:23][C:22]([C:26]([F:29])([F:28])[F:27])=[CH:21][N:20]4[CH:30]=3)[O:14][N:13]=2)[C:7]([Cl:31])=[CH:6][C:5]=1[O:44][CH2:40][CH:41]([OH:42])[CH2:43][OH:36]. (2) Given the reactants [F:1][C:2]1[CH:7]=[CH:6][C:5]([C:8]2[O:9][CH:10]=[C:11]([CH2:13][O:14][C@@H:15]3[CH2:20][CH2:19][CH2:18][C@H:17]([O:21][CH2:22][C:23]4[CH:24]=[CH:25][C:26]([CH3:34])=[C:27]([CH:33]=4)[C:28]([O:30]CC)=[O:29])[CH2:16]3)[N:12]=2)=[CH:4][CH:3]=1.[OH-].[K+].Cl, predict the reaction product. The product is: [F:1][C:2]1[CH:3]=[CH:4][C:5]([C:8]2[O:9][CH:10]=[C:11]([CH2:13][O:14][C@@H:15]3[CH2:20][CH2:19][CH2:18][C@H:17]([O:21][CH2:22][C:23]4[CH:24]=[CH:25][C:26]([CH3:34])=[C:27]([CH:33]=4)[C:28]([OH:30])=[O:29])[CH2:16]3)[N:12]=2)=[CH:6][CH:7]=1. (3) Given the reactants C([O:8][C:9]1[CH:26]=[CH:25][C:24]2[C:23]3[C@H:14]([C@H:15]4[C@@:19]([CH2:21][C:22]=3[CH2:27]C=C)([CH3:20])[C@@H:18]([O:30]CC3C=CC=CC=3)[CH2:17][CH2:16]4)[CH2:13][CH2:12][C:11]=2[CH:10]=1)C1C=CC=CC=1.[F:38][C:39]([F:61])([C:57]([F:60])([F:59])[F:58])[CH2:40][CH2:41][CH2:42][CH:43]([CH2:49][CH2:50][CH2:51][CH2:52][CH2:53][CH2:54][CH:55]=[CH2:56])[C:44]([O:46]CC)=[O:45], predict the reaction product. The product is: [OH:8][C:9]1[CH:26]=[CH:25][C:24]2[C@@H:23]3[C@H:14]([C@H:15]4[C@@:19]([CH2:21][C@@H:22]3[CH2:27][CH2:56][CH2:55][CH2:54][CH2:53][CH2:52][CH2:51][CH2:50][CH2:49][CH:43]([CH2:42][CH2:41][CH2:40][C:39]([F:38])([F:61])[C:57]([F:58])([F:59])[F:60])[C:44]([OH:46])=[O:45])([CH3:20])[C@@H:18]([OH:30])[CH2:17][CH2:16]4)[CH2:13][CH2:12][C:11]=2[CH:10]=1. (4) Given the reactants [C:1]([NH:8][CH2:9][C:10]([OH:12])=[O:11])([O:3][C:4]([CH3:7])([CH3:6])[CH3:5])=[O:2].C1CCC(N=C=NC2CCCCC2)CC1.[CH2:28]([N:30]([CH2:33]C)[CH2:31]C)[CH3:29].CN(C)CCO, predict the reaction product. The product is: [CH3:31][N:30]([CH3:33])[CH2:28][CH2:29][O:11][C:10](=[O:12])[CH2:9][NH:8][C:1]([O:3][C:4]([CH3:6])([CH3:7])[CH3:5])=[O:2]. (5) Given the reactants [Cl:1][C:2]1[CH:7]=[CH:6][C:5]([C:8]2[N:13]=[C:12]3[C:14](=[O:18])[O:15][C:16](=[O:17])[C:11]3=[N:10][C:9]=2[C:19]2[CH:24]=[CH:23][C:22]([CH3:25])=[CH:21][CH:20]=2)=[CH:4][CH:3]=1.[C:26]([OH:30])([CH3:29])([CH3:28])[CH3:27], predict the reaction product. The product is: [C:26]([O:30][C:14]([C:12]1[C:11]([C:16]([OH:17])=[O:15])=[N:10][C:9]([C:19]2[CH:24]=[CH:23][C:22]([CH3:25])=[CH:21][CH:20]=2)=[C:8]([C:5]2[CH:6]=[CH:7][C:2]([Cl:1])=[CH:3][CH:4]=2)[N:13]=1)=[O:18])([CH3:29])([CH3:28])[CH3:27]. (6) Given the reactants [CH2:1]([O:8][C:9]([NH:11][C@H:12]([P:14]([OH:33])([O:16][C@@H:17]([CH2:21][CH2:22][CH2:23][CH2:24][NH:25]C(OC(C)(C)C)=O)[C:18]([OH:20])=[O:19])=[O:15])[CH3:13])=[O:10])[C:2]1[CH:7]=[CH:6][CH:5]=[CH:4][CH:3]=1.C1(OC)C=CC=CC=1.[F:42][C:43]([F:48])([F:47])[C:44]([OH:46])=[O:45], predict the reaction product. The product is: [F:42][C:43]([F:48])([F:47])[C:44]([OH:46])=[O:45].[NH2:25][CH2:24][CH2:23][CH2:22][CH2:21][C@H:17]([O:16][P:14]([C@@H:12]([NH:11][C:9]([O:8][CH2:1][C:2]1[CH:3]=[CH:4][CH:5]=[CH:6][CH:7]=1)=[O:10])[CH3:13])([OH:33])=[O:15])[C:18]([OH:20])=[O:19]. (7) The product is: [CH3:32][C:33]1[CH:38]=[CH:37][CH:36]=[C:35]([CH3:39])[C:34]=1[C:22]1[C:5]2[O:6][C@@H:7]([CH2:10][O:11][S:12]([C:15]3[CH:20]=[CH:19][C:18]([CH3:21])=[CH:17][CH:16]=3)(=[O:14])=[O:13])[CH2:8][O:9][C:4]=2[CH:3]=[C:2]([Cl:1])[CH:23]=1. Given the reactants [Cl:1][C:2]1[CH:23]=[C:22](OS(C(F)(F)F)(=O)=O)[C:5]2[O:6][C@@H:7]([CH2:10][O:11][S:12]([C:15]3[CH:20]=[CH:19][C:18]([CH3:21])=[CH:17][CH:16]=3)(=[O:14])=[O:13])[CH2:8][O:9][C:4]=2[CH:3]=1.[CH3:32][C:33]1[CH:38]=[CH:37][CH:36]=[C:35]([CH3:39])[C:34]=1B(O)O, predict the reaction product. (8) Given the reactants [NH2:1][C:2]1[C:11]2[C:6](=[C:7](I)[C:8]([F:12])=[CH:9][CH:10]=2)[N:5]=[N:4][C:3]=1[C:14]([NH:16][CH2:17][CH2:18][CH3:19])=[O:15].[F:20][C:21]1[CH:26]=[CH:25][C:24]([F:27])=[CH:23][C:22]=1B(O)O, predict the reaction product. The product is: [NH2:1][C:2]1[C:11]2[C:6](=[C:7]([C:25]3[CH:26]=[C:21]([F:20])[CH:22]=[CH:23][C:24]=3[F:27])[C:8]([F:12])=[CH:9][CH:10]=2)[N:5]=[N:4][C:3]=1[C:14]([NH:16][CH2:17][CH2:18][CH3:19])=[O:15]. (9) Given the reactants [OH:1][C:2]1[CH:11]=[C:10]2[C:5]([C:6](=[O:20])[C:7]([C:12]3[CH:17]=[CH:16][C:15]([O:18][CH3:19])=[CH:14][CH:13]=3)=[CH:8][O:9]2)=[CH:4][CH:3]=1.C([O-])([O-])=O.[K+].[K+].Br[CH:28]([CH3:30])[CH3:29].CN(C=O)C, predict the reaction product. The product is: [CH:28]([O:1][C:2]1[CH:11]=[C:10]2[C:5]([C:6](=[O:20])[C:7]([C:12]3[CH:17]=[CH:16][C:15]([O:18][CH3:19])=[CH:14][CH:13]=3)=[CH:8][O:9]2)=[CH:4][CH:3]=1)([CH3:30])[CH3:29]. (10) Given the reactants [Cl:1][C:2]1[N:11]=[C:10]([NH:12][CH2:13][CH2:14][CH2:15][CH2:16][CH3:17])[C:9]2[C:4](=[CH:5][CH:6]=[C:7]([N+:18]([O-:20])=[O:19])[CH:8]=2)[N:3]=1.[CH2:21]([NH2:24])[CH:22]=[CH2:23], predict the reaction product. The product is: [ClH:1].[CH2:21]([NH:24][C:2]1[N:11]=[C:10]([NH:12][CH2:13][CH2:14][CH2:15][CH2:16][CH3:17])[C:9]2[C:4](=[CH:5][CH:6]=[C:7]([N+:18]([O-:20])=[O:19])[CH:8]=2)[N:3]=1)[CH:22]=[CH2:23].